From a dataset of Experimentally validated miRNA-target interactions with 360,000+ pairs, plus equal number of negative samples. Binary Classification. Given a miRNA mature sequence and a target amino acid sequence, predict their likelihood of interaction. (1) The miRNA is hsa-miR-23b-3p with sequence AUCACAUUGCCAGGGAUUACCAC. The protein sequence of the target gene is MGSKTLPAPVPIHPSLQLTNYSFLQAVNGLPTVPSDHLPNLYGFSALHAVHLHQWTLGYPAMHLPRSSFSKVPGAVSSLMDARFQLPAFPWFPHVIHPKPEITAGGSGAALKTKPRFDFANLALAATQEDPTKLGRGEGPGSPAGGLGALLDVTKLSPEKKPTRGRLPSKTKKEFVCKFCGRHFTKSYNLLIHERTHTDERPYTCDICHKAFRRQDHLRDHRYIHSKEKPFKCQECGKGFCQSRTLAVHKTLHSQVKELKTSKIKC. Result: 0 (no interaction). (2) The miRNA is cel-miR-79-3p with sequence AUAAAGCUAGGUUACCAAAGCU. The protein sequence of the target gene is MAHSKTRTNDGKITYPPGVKEISDKISKEEMVRRLKMVVKTFMDMDQDSEEEKELYLNLALHLASDFFLKHPDKDVRLLVACCLADIFRIYAPEAPYTSPDKLKDIFMFITRQLKGLEDTKSPQFNRYFYLLENIAWVKSYNICFELEDSNEIFTQLYRTLFSVINNGHNQKVHMHMVDLMSSIICEGDTVSQELLDTVLVNLVPAHKNLNKQAYDLAKALLKRTAQAIEPYITNFFNQVLMLGKTSISDLSEHVFDLILELYNIDSHLLLSVLPQLEFKLKSNDNEERLQVVKLLAKMF.... Result: 0 (no interaction).